This data is from NCI-60 drug combinations with 297,098 pairs across 59 cell lines. The task is: Regression. Given two drug SMILES strings and cell line genomic features, predict the synergy score measuring deviation from expected non-interaction effect. Drug 1: CC1=C2C(C(=O)C3(C(CC4C(C3C(C(C2(C)C)(CC1OC(=O)C(C(C5=CC=CC=C5)NC(=O)OC(C)(C)C)O)O)OC(=O)C6=CC=CC=C6)(CO4)OC(=O)C)OC)C)OC. Drug 2: C1=NNC2=C1C(=O)NC=N2. Cell line: UACC62. Synergy scores: CSS=35.9, Synergy_ZIP=0.684, Synergy_Bliss=-1.61, Synergy_Loewe=-21.1, Synergy_HSA=-1.03.